Dataset: Full USPTO retrosynthesis dataset with 1.9M reactions from patents (1976-2016). Task: Predict the reactants needed to synthesize the given product. (1) Given the product [CH:12]1[C:13]2[C:14](=[CH:16][CH2:17][CH2:18][NH:19][S:36]([C:33]3[CH:32]=[CH:31][C:30]([O:29][C:28]([F:27])([F:40])[F:41])=[CH:35][CH:34]=3)(=[O:38])=[O:37])[C:15]3[C:6](=[CH:5][CH:4]=[CH:3][CH:2]=3)[S:7][C:8]=2[CH:9]=[CH:10][CH:11]=1, predict the reactants needed to synthesize it. The reactants are: Cl.[CH:2]1[C:15]2[C:14](=[CH:16][CH2:17][CH2:18][NH2:19])[C:13]3[C:8](=[CH:9][CH:10]=[CH:11][CH:12]=3)[S:7][C:6]=2[CH:5]=[CH:4][CH:3]=1.C(N(CC)CC)C.[F:27][C:28]([F:41])([F:40])[O:29][C:30]1[CH:35]=[CH:34][C:33]([S:36](Cl)(=[O:38])=[O:37])=[CH:32][CH:31]=1. (2) Given the product [F:24][C:25]1[C:30]([CH2:31][NH:23][CH:20]2[CH2:21][CH2:22][N:17]([C:10]3[C:11]4[C:16](=[CH:15][CH:14]=[CH:13][CH:12]=4)[C:7]([C:6]4[N:2]([CH3:1])[N:3]=[CH:4][CH:5]=4)=[N:8][N:9]=3)[CH2:18][CH2:19]2)=[CH:29][CH:28]=[C:27]([F:33])[N:26]=1, predict the reactants needed to synthesize it. The reactants are: [CH3:1][N:2]1[C:6]([C:7]2[C:16]3[C:11](=[CH:12][CH:13]=[CH:14][CH:15]=3)[C:10]([N:17]3[CH2:22][CH2:21][CH:20]([NH2:23])[CH2:19][CH2:18]3)=[N:9][N:8]=2)=[CH:5][CH:4]=[N:3]1.[F:24][C:25]1[C:30]([CH:31]=O)=[CH:29][CH:28]=[C:27]([F:33])[N:26]=1.C(O[BH-](OC(=O)C)OC(=O)C)(=O)C.[Na+].